The task is: Predict the product of the given reaction.. This data is from Forward reaction prediction with 1.9M reactions from USPTO patents (1976-2016). Given the reactants [CH3:1][N:2]([CH3:35])[C:3]([C:5]1[O:6][C:7]2[C:13]([CH3:14])=[CH:12][C:11]([C:15]([C:20]3[CH:25]=[CH:24][C:23]([O:26][CH2:27][C:28](=[O:33])[C:29]([CH3:32])([CH3:31])[CH3:30])=[C:22]([CH3:34])[CH:21]=3)([CH2:18][CH3:19])[CH2:16][CH3:17])=[CH:10][C:8]=2[CH:9]=1)=[O:4].[BH4-].[Na+], predict the reaction product. The product is: [CH3:35][N:2]([CH3:1])[C:3]([C:5]1[O:6][C:7]2[C:13]([CH3:14])=[CH:12][C:11]([C:15]([CH2:16][CH3:17])([C:20]3[CH:25]=[CH:24][C:23]([O:26][CH2:27][CH:28]([OH:33])[C:29]([CH3:31])([CH3:32])[CH3:30])=[C:22]([CH3:34])[CH:21]=3)[CH2:18][CH3:19])=[CH:10][C:8]=2[CH:9]=1)=[O:4].